From a dataset of Catalyst prediction with 721,799 reactions and 888 catalyst types from USPTO. Predict which catalyst facilitates the given reaction. (1) Reactant: [CH3:1][O:2][C:3]1[CH:4]=[C:5]([C:16]2[CH:25]=[C:24]3[C:19]([CH:20]=[CH:21][CH:22]=[N:23]3)=[C:18](OS(C(F)(F)F)(=O)=O)[N:17]=2)[CH:6]=[CH:7][C:8]=1[O:9][CH:10]1[CH2:15][CH2:14][O:13][CH2:12][CH2:11]1.N[C:35]1[CH:36]=[CH:37][C:38](=[O:41])[NH:39][CH:40]=1.[CH:42]([NH:45]C(C)C)(C)C. Product: [CH3:1][O:2][C:3]1[CH:4]=[C:5]([C:16]2[CH:25]=[C:24]3[C:19]([CH:20]=[CH:21][CH:22]=[N:23]3)=[C:18]([NH:45][CH2:42][C:35]3[CH:36]=[CH:37][C:38](=[O:41])[NH:39][CH:40]=3)[N:17]=2)[CH:6]=[CH:7][C:8]=1[O:9][CH:10]1[CH2:11][CH2:12][O:13][CH2:14][CH2:15]1. The catalyst class is: 44. (2) Reactant: [CH3:1][NH:2][C:3]1[CH:8]=[CH:7][CH:6]=[CH:5][CH:4]=1.Br[CH:10]([C:16]1[CH:21]=[CH:20][CH:19]=[CH:18][CH:17]=1)[C:11]([O:13][CH2:14][CH3:15])=[O:12]. Product: [CH3:1][N:2]([C:3]1[CH:8]=[CH:7][CH:6]=[CH:5][CH:4]=1)[CH:10]([C:16]1[CH:21]=[CH:20][CH:19]=[CH:18][CH:17]=1)[C:11]([O:13][CH2:14][CH3:15])=[O:12]. The catalyst class is: 10. (3) Reactant: [Cl:1][C:2]1[N:7]=[C:6]([NH:8][C:9]([NH:11]C(=O)OCC)=S)[CH:5]=[N:4][C:3]=1[I:17].[Cl-].O[NH3+].C([N:23](C(C)C)C(C)C)C. Product: [Cl:1][C:2]1[N:7]2[N:23]=[C:9]([NH2:11])[N:8]=[C:6]2[CH:5]=[N:4][C:3]=1[I:17]. The catalyst class is: 8. (4) Reactant: [I:1][C:2]1[CH:10]=[CH:9][C:5]([C:6]([OH:8])=O)=[CH:4][CH:3]=1.CCN(C(C)C)C(C)C.[CH3:20][NH:21][CH:22]1[CH2:27][CH2:26][N:25]([CH3:28])[CH2:24][CH2:23]1.O. Product: [I:1][C:2]1[CH:3]=[CH:4][C:5]([C:6]([N:21]([CH3:20])[CH:22]2[CH2:27][CH2:26][N:25]([CH3:28])[CH2:24][CH2:23]2)=[O:8])=[CH:9][CH:10]=1. The catalyst class is: 3. (5) The catalyst class is: 151. Product: [Cl:13][C:11]1[CH:10]=[N:9][CH:8]=[C:7]([C:42]2[CH:43]=[CH:44][CH:45]=[C:40]([F:39])[C:41]=2[C:47]2[N:48]=[N:49][N:50]([CH3:52])[N:51]=2)[CH:12]=1. Reactant: FC(F)(F)S(O[C:7]1[CH:8]=[N:9][CH:10]=[C:11]([Cl:13])[CH:12]=1)(=O)=O.B1(B2OC(C)(C)C(C)(C)O2)OC(C)(C)C(C)(C)O1.C([O-])(=O)C.[K+].[F:39][C:40]1[CH:45]=[CH:44][CH:43]=[C:42](I)[C:41]=1[C:47]1[N:48]=[N:49][N:50]([CH3:52])[N:51]=1.C(=O)(O)[O-].[Na+]. (6) Reactant: C(Cl)(=O)C(Cl)=O.CS(C)=O.[OH:11][CH2:12][C@H:13]1[CH2:17][CH2:16][N:15]([C:18]([O:20][C:21]([CH3:24])([CH3:23])[CH3:22])=[O:19])[CH2:14]1.CCN(CC)CC.C([O-])(O)=O.[Na+]. Product: [CH:12]([C@H:13]1[CH2:17][CH2:16][N:15]([C:18]([O:20][C:21]([CH3:24])([CH3:23])[CH3:22])=[O:19])[CH2:14]1)=[O:11]. The catalyst class is: 2. (7) Product: [C:1]([C:4]1[CH:9]=[N:8][N:7]2[CH:10]=[C:11]([C:13]3[O:14][C:15]([S:18]([CH3:19])=[O:44])=[N:16][N:17]=3)[CH:12]=[C:6]2[C:5]=1[NH:20][C@@H:21]1[CH2:26][CH2:25][N:24]([C:27]([O:29][C:30]([CH3:33])([CH3:32])[CH3:31])=[O:28])[CH2:23][C:22]1([CH3:35])[CH3:34])(=[O:3])[NH2:2]. The catalyst class is: 22. Reactant: [C:1]([C:4]1[CH:9]=[N:8][N:7]2[CH:10]=[C:11]([C:13]3[O:14][C:15]([S:18][CH3:19])=[N:16][N:17]=3)[CH:12]=[C:6]2[C:5]=1[NH:20][C@@H:21]1[CH2:26][CH2:25][N:24]([C:27]([O:29][C:30]([CH3:33])([CH3:32])[CH3:31])=[O:28])[CH2:23][C:22]1([CH3:35])[CH3:34])(=[O:3])[NH2:2].C1C=C(Cl)C=C(C(OO)=[O:44])C=1.